From a dataset of Forward reaction prediction with 1.9M reactions from USPTO patents (1976-2016). Predict the product of the given reaction. (1) Given the reactants C([O:8][C:9]1[CH:14]=[CH:13][C:12]([C:15]2[CH:20]=[C:19]([CH:21]([CH3:23])[CH3:22])[CH:18]=[CH:17][C:16]=2[O:24][CH3:25])=[C:11]([CH2:26][N:27]([CH2:45][C:46]2[CH:51]=[C:50]([C:52]([F:55])([F:54])[F:53])[CH:49]=[C:48]([C:56]([F:59])([F:58])[F:57])[CH:47]=2)[C:28]2[N:33]=[CH:32][C:31]([O:34][CH2:35][CH2:36][CH2:37][C:38]([O:40][C:41]([CH3:44])([CH3:43])[CH3:42])=[O:39])=[CH:30][N:29]=2)[CH:10]=1)C1C=CC=CC=1, predict the reaction product. The product is: [F:59][C:56]([F:57])([F:58])[C:48]1[CH:47]=[C:46]([CH:51]=[C:50]([C:52]([F:53])([F:54])[F:55])[CH:49]=1)[CH2:45][N:27]([CH2:26][C:11]1[CH:10]=[C:9]([OH:8])[CH:14]=[CH:13][C:12]=1[C:15]1[CH:20]=[C:19]([CH:21]([CH3:23])[CH3:22])[CH:18]=[CH:17][C:16]=1[O:24][CH3:25])[C:28]1[N:29]=[CH:30][C:31]([O:34][CH2:35][CH2:36][CH2:37][C:38]([O:40][C:41]([CH3:43])([CH3:42])[CH3:44])=[O:39])=[CH:32][N:33]=1. (2) Given the reactants [CH3:1][CH:2]([CH3:18])[C:3]([NH:5][C:6]1[CH:11]=[CH:10][CH:9]=[C:8]([CH:12]2[CH2:17][CH2:16][NH:15][CH2:14][CH2:13]2)[CH:7]=1)=[O:4].[CH2:19]=O.[Cl:21][C:22]1[CH:30]=[C:29]2[C:25]([CH:26]=[CH:27][NH:28]2)=[CH:24][CH:23]=1, predict the reaction product. The product is: [Cl:21][C:22]1[CH:30]=[C:29]2[C:25]([C:26]([CH2:19][N:15]3[CH2:16][CH2:17][CH:12]([C:8]4[CH:7]=[C:6]([NH:5][C:3](=[O:4])[CH:2]([CH3:18])[CH3:1])[CH:11]=[CH:10][CH:9]=4)[CH2:13][CH2:14]3)=[CH:27][NH:28]2)=[CH:24][CH:23]=1. (3) Given the reactants [CH:1](OCC#N)=[O:2].Cl.[CH3:8][O:9][C:10](=[O:20])[C@H:11]([CH2:13][C:14]1[CH:19]=[CH:18][CH:17]=[CH:16][CH:15]=1)[NH2:12].C(N(CC)CC)C, predict the reaction product. The product is: [CH:1]([NH:12][CH:11]([CH2:13][C:14]1[CH:19]=[CH:18][CH:17]=[CH:16][CH:15]=1)[C:10]([O:9][CH3:8])=[O:20])=[O:2].